From a dataset of Reaction yield outcomes from USPTO patents with 853,638 reactions. Predict the reaction yield, written as a fraction of the theoretical maximum amount of product (1.0 means a 100% yield; for example, 0.34 means a 34% yield). (1) The reactants are [Br:1][C:2]1[C:3]([OH:11])=[C:4]([CH:7]=[C:8]([Cl:10])[CH:9]=1)C=O.C1C=C(Cl)C=C(C(OO)=[O:20])C=1.C(=O)(O)[O-].[Na+]. The catalyst is C(Cl)Cl.CO. The product is [Br:1][C:2]1[CH:9]=[C:8]([Cl:10])[CH:7]=[C:4]([OH:20])[C:3]=1[OH:11]. The yield is 0.650. (2) The reactants are [CH2:1]([O:8][CH:9]1[CH2:12][CH:11]([N:13]2[C:21](=[O:22])[C:20]3[N:19]([CH2:23][C:24]4[CH:29]=[CH:28][C:27]([Cl:30])=[CH:26][CH:25]=4)[CH:18]=[N:17][C:16]=3[N:15]([CH3:31])[C:14]2=[O:32])[CH2:10]1)[C:2]1[CH:7]=[CH:6][CH:5]=[CH:4][CH:3]=1.C1C(=O)N([Cl:40])C(=O)C1. The catalyst is CN(C=O)C. The product is [CH2:1]([O:8][CH:9]1[CH2:10][CH:11]([N:13]2[C:21](=[O:22])[C:20]3[N:19]([CH2:23][C:24]4[CH:25]=[CH:26][C:27]([Cl:30])=[CH:28][CH:29]=4)[C:18]([Cl:40])=[N:17][C:16]=3[N:15]([CH3:31])[C:14]2=[O:32])[CH2:12]1)[C:2]1[CH:7]=[CH:6][CH:5]=[CH:4][CH:3]=1. The yield is 0.718. (3) The reactants are [C:1]([OH:5])(=O)[CH2:2][OH:3].[Cl:6][C:7]1[CH:12]=[C:11]([NH:13][C:14]2[C:23]3[C:18](=[CH:19][CH:20]=[CH:21][C:22]=3[O:24][CH2:25][C@@H:26]3[CH2:31][CH2:30][CH2:29][CH2:28][NH:27]3)[N:17]=[CH:16][N:15]=2)[CH:10]=[CH:9][C:8]=1[OH:32]. No catalyst specified. The product is [Cl:6][C:7]1[CH:12]=[C:11]([NH:13][C:14]2[C:23]3[C:18](=[CH:19][CH:20]=[CH:21][C:22]=3[O:24][CH2:25][C@@H:26]3[CH2:31][CH2:30][CH2:29][CH2:28][N:27]3[C:1](=[O:5])[CH2:2][OH:3])[N:17]=[CH:16][N:15]=2)[CH:10]=[CH:9][C:8]=1[OH:32]. The yield is 0.700.